This data is from Full USPTO retrosynthesis dataset with 1.9M reactions from patents (1976-2016). The task is: Predict the reactants needed to synthesize the given product. (1) Given the product [CH2:32]([C@H:11]([C:12]([O:14][CH3:15])=[O:13])[CH2:10][C@@H:9]([C:16]([O:18][CH3:19])=[O:17])[NH:8][C:1]([O:3][C:4]([CH3:7])([CH3:6])[CH3:5])=[O:2])[CH:31]=[CH2:30], predict the reactants needed to synthesize it. The reactants are: [C:1]([NH:8][C@H:9]([C:16]([O:18][CH3:19])=[O:17])[CH2:10][CH2:11][C:12]([O:14][CH3:15])=[O:13])([O:3][C:4]([CH3:7])([CH3:6])[CH3:5])=[O:2].C[Si]([N-][Si](C)(C)C)(C)C.[Li+].[CH2:30](Br)[CH:31]=[CH2:32]. (2) Given the product [S:28]([C:25]1[CH:26]=[CH:27][C:22]([CH3:32])=[CH:23][CH:24]=1)([O-:31])(=[O:30])=[O:29].[CH3:2][C:3]1[CH:4]=[CH:5][C:6]([N+:9]2([CH2:15][C:16]3[CH:17]=[CH:18][CH:19]=[CH:20][CH:21]=3)[CH2:10][CH2:11][CH2:12][CH2:13][CH2:14]2)=[CH:7][CH:8]=1, predict the reactants needed to synthesize it. The reactants are: [Br-].[CH3:2][C:3]1[CH:8]=[CH:7][C:6]([N+:9]2([CH2:15][C:16]3[CH:21]=[CH:20][CH:19]=[CH:18][CH:17]=3)[CH2:14][CH2:13][CH2:12][CH2:11][CH2:10]2)=[CH:5][CH:4]=1.[C:22]1([CH3:32])[CH:27]=[CH:26][C:25]([S:28]([O-:31])(=[O:30])=[O:29])=[CH:24][CH:23]=1.[Na+]. (3) Given the product [CH:13]1([N:16]2[C:6]3[CH2:7][CH2:8][CH2:9][C:10](=[O:11])[C:5]=3[N:4]=[C:1]2[CH3:2])[CH2:15][CH2:14]1, predict the reactants needed to synthesize it. The reactants are: [C:1]([NH:4][C:5]1[C:6](=O)[CH2:7][CH2:8][CH2:9][C:10]=1[OH:11])(=O)[CH3:2].[CH:13]1([NH2:16])[CH2:15][CH2:14]1.Cl.C(=O)([O-])O.